Dataset: Full USPTO retrosynthesis dataset with 1.9M reactions from patents (1976-2016). Task: Predict the reactants needed to synthesize the given product. (1) The reactants are: [C:1]([O:5][C:6]([N:8]([CH2:27][CH:28]1[CH2:33][CH2:32][CH2:31][CH2:30][CH2:29]1)[C:9]1[CH:10]=[C:11]([C:15](=[O:26])[CH2:16][CH2:17][NH:18][C:19](=[O:25])[O:20][C:21]([CH3:24])([CH3:23])[CH3:22])[CH:12]=[CH:13][CH:14]=1)=[O:7])([CH3:4])([CH3:3])[CH3:2].B(Cl)([C@@H]1[C@@H](C)[C@H]2C(C)(C)[C@H](C2)C1)[C@@H]1[C@@H](C)[C@H]2C(C)(C)[C@H](C2)C1. Given the product [C:1]([O:5][C:6]([N:8]([CH2:27][CH:28]1[CH2:29][CH2:30][CH2:31][CH2:32][CH2:33]1)[C:9]1[CH:10]=[C:11]([C@H:15]([OH:26])[CH2:16][CH2:17][NH:18][C:19](=[O:25])[O:20][C:21]([CH3:23])([CH3:24])[CH3:22])[CH:12]=[CH:13][CH:14]=1)=[O:7])([CH3:2])([CH3:3])[CH3:4], predict the reactants needed to synthesize it. (2) Given the product [Cl:16][C:5]1[C:6]([C:8]2[C:9]([NH2:15])=[N:10][CH:11]=[C:12]([F:14])[CH:13]=2)=[CH:7][C:2]([O:18][CH3:17])=[N:3][CH:4]=1, predict the reactants needed to synthesize it. The reactants are: Cl[C:2]1[CH:7]=[C:6]([C:8]2[C:9]([NH2:15])=[N:10][CH:11]=[C:12]([F:14])[CH:13]=2)[C:5]([Cl:16])=[CH:4][N:3]=1.[CH3:17][O-:18].[Na+]. (3) Given the product [Cl:17][C:18]1[CH:19]=[CH:20][C:21]([C:24]2[C:29]([C:3]3[CH:4]=[CH:5][CH:6]=[CH:7][C:2]=3[F:1])=[CH:28][N:27]3[C:38]([CH2:41][C:42]4[C:43]([CH2:53][CH3:54])=[N:44][C:45]([C:48]([F:49])([F:51])[F:50])=[CH:46][CH:47]=4)=[N:39][N:40]=[C:26]3[CH:25]=2)=[CH:22][CH:23]=1, predict the reactants needed to synthesize it. The reactants are: [F:1][C:2]1[CH:7]=[CH:6][CH:5]=[CH:4][C:3]=1B(O)O.C([O-])([O-])=O.[K+].[K+].[Cl:17][C:18]1[CH:23]=[CH:22][C:21]([C:24]2[C:29](C3C=CC(Cl)=CC=3Cl)=[CH:28][N:27]3[C:38]([CH2:41][C:42]4[CH:43]=[N:44][C:45]([C:48]([F:51])([F:50])[F:49])=[CH:46][CH:47]=4)=[N:39][N:40]=[C:26]3[CH:25]=2)=[CH:20][CH:19]=1.O1CCO[CH2:54][CH2:53]1.